This data is from Forward reaction prediction with 1.9M reactions from USPTO patents (1976-2016). The task is: Predict the product of the given reaction. (1) Given the reactants [N:1]1[CH:6]=[CH:5][C:4]([NH2:7])=[CH:3][CH:2]=1.[N+:8]([O-])([O-])=O.[Na+].S(=O)(=O)(O)O.[C:18]1([N:24]([CH2:28][CH2:29][OH:30])[CH2:25][CH2:26][OH:27])[CH:23]=[CH:22][CH:21]=[CH:20][CH:19]=1, predict the reaction product. The product is: [OH:27][CH2:26][CH2:25][N:24]([C:18]1[CH:23]=[CH:22][C:21]([N:8]=[N:7][C:4]2[CH:5]=[CH:6][N:1]=[CH:2][CH:3]=2)=[CH:20][CH:19]=1)[CH2:28][CH2:29][OH:30]. (2) Given the reactants Br[CH2:2][C:3]1[C:12]2[C:7](=[CH:8][C:9]([O:15][CH3:16])=[C:10]([O:13][CH3:14])[CH:11]=2)[N:6]=[CH:5][N:4]=1.[N:17]([C:20]1[CH:33]=[CH:32][C:23]([O:24][CH2:25][CH2:26][N:27]2[CH2:31][CH2:30][CH2:29][CH2:28]2)=[CH:22][CH:21]=1)=[C:18]=[S:19].[N:34]#[C:35][NH2:36], predict the reaction product. The product is: [CH3:14][O:13][C:10]1[CH:11]=[C:12]2[C:7](=[CH:8][C:9]=1[O:15][CH3:16])[N:6]=[CH:5][N:4]=[C:3]2[C:2]1[S:19][C:18]([NH:17][C:20]2[CH:21]=[CH:22][C:23]([O:24][CH2:25][CH2:26][N:27]3[CH2:28][CH2:29][CH2:30][CH2:31]3)=[CH:32][CH:33]=2)=[N:34][C:35]=1[NH2:36]. (3) Given the reactants [CH2:1]([N:3]1[CH2:8][CH:7]=[C:6]([C:9]2[C:17]3[C:12](=[CH:13][CH:14]=[C:15]([N+:18]([O-])=O)[CH:16]=3)[NH:11][CH:10]=2)[CH2:5][CH2:4]1)[CH3:2].I.CS[C:24]([C:26]1[S:27][CH:28]=[CH:29][CH:30]=1)=[NH:25], predict the reaction product. The product is: [CH2:1]([N:3]1[CH2:8][CH2:7][CH:6]([C:9]2[C:17]3[C:12](=[CH:13][CH:14]=[C:15]([NH:18][C:24]([C:26]4[S:27][CH:28]=[CH:29][CH:30]=4)=[NH:25])[CH:16]=3)[NH:11][CH:10]=2)[CH2:5][CH2:4]1)[CH3:2]. (4) The product is: [CH3:3][O:4][C:5](=[O:17])[C:6]1[CH:11]=[CH:10][C:9]([O:12][C:13](=[O:15])[CH3:14])=[CH:8][C:7]=1[O:16][CH3:18]. Given the reactants CO.[CH3:3][O:4][C:5](=[O:17])[C:6]1[CH:11]=[CH:10][C:9]([O:12][C:13](=[O:15])[CH3:14])=[CH:8][C:7]=1[OH:16].[CH:18]1C=CC(P(C2C=CC=CC=2)C2C=CC=CC=2)=CC=1.CCOC(/N=N/C(OCC)=O)=O, predict the reaction product. (5) Given the reactants [N:1]1[CH:6]=[CH:5][C:4]([CH:7]=[O:8])=[CH:3][CH:2]=1.[OH-].[K+].[N+:11]([CH2:13][C:14]([N:16]1[CH2:20][CH:19]=[CH:18][CH2:17]1)=[O:15])#[C-:12], predict the reaction product. The product is: [N:1]1[CH:6]=[CH:5][C:4]([C@@H:7]2[O:8][CH:12]=[N:11][C@H:13]2[C:14]([N:16]2[CH2:20][CH:19]=[CH:18][CH2:17]2)=[O:15])=[CH:3][CH:2]=1. (6) The product is: [Cl:1][C:2]1[CH:7]=[CH:6][CH:5]=[C:4]([CH2:8][CH3:9])[C:3]=1[CH2:10][C:12]1[N:13]=[CH:14][NH:15][CH:16]=1. Given the reactants [Cl:1][C:2]1[CH:7]=[CH:6][CH:5]=[C:4]([CH2:8][CH3:9])[C:3]=1[CH:10]([C:12]1[N:13]=[CH:14][N:15](C(C2C=CC=CC=2)(C2C=CC=CC=2)C2C=CC=CC=2)[CH:16]=1)O.C([SiH](CC)CC)C.FC(F)(F)C(O)=O, predict the reaction product.